Dataset: Forward reaction prediction with 1.9M reactions from USPTO patents (1976-2016). Task: Predict the product of the given reaction. (1) Given the reactants [CH:1]([C:3]1[O:7][C:6]([C:8]2[CH:13]=[CH:12][C:11]([S:14]([NH2:16])=[O:15])=[CH:10][CH:9]=2)=[CH:5][CH:4]=1)=O.[CH3:17][C:18]1[CH:31]=[CH:30][C:21]([CH2:22][N:23]2[C:27](=[O:28])[CH2:26][S:25][C:24]2=[S:29])=[CH:20][CH:19]=1.C([OH:34])C, predict the reaction product. The product is: [CH3:17][C:18]1[CH:19]=[CH:20][C:21]([CH2:22][N:23]2[C:27](=[O:28])[C:26](=[CH:1][C:3]3[O:7][C:6]([C:8]4[CH:9]=[CH:10][C:11]([S:14]([NH2:16])(=[O:15])=[O:34])=[CH:12][CH:13]=4)=[CH:5][CH:4]=3)[S:25][C:24]2=[S:29])=[CH:30][CH:31]=1. (2) Given the reactants C([O:3][CH:4](OCC)[CH2:5][P:6](=[O:13])([O:10][CH2:11][CH3:12])[O:7][CH2:8][CH3:9])C.Cl, predict the reaction product. The product is: [CH:4]([CH2:5][P:6](=[O:13])([O:10][CH2:11][CH3:12])[O:7][CH2:8][CH3:9])=[O:3]. (3) Given the reactants [CH3:1][NH:2][CH2:3][C:4]1[CH:9]=[CH:8][C:7]([C:10]([N:12]2[CH2:18][C:17]3([CH3:20])[CH2:19][CH:13]2[CH2:14][C:15]([CH3:22])([CH3:21])[CH2:16]3)=[O:11])=[CH:6][CH:5]=1.[O:23]1[CH:27]=[CH:26][CH:25]=[C:24]1[C:28](Cl)=[O:29], predict the reaction product. The product is: [CH3:1][N:2]([CH2:3][C:4]1[CH:9]=[CH:8][C:7]([C:10]([N:12]2[CH2:18][C:17]3([CH3:20])[CH2:19][CH:13]2[CH2:14][C:15]([CH3:22])([CH3:21])[CH2:16]3)=[O:11])=[CH:6][CH:5]=1)[C:28]([C:24]1[O:23][CH:27]=[CH:26][CH:25]=1)=[O:29]. (4) Given the reactants Br[C:2]1[CH:3]=[C:4]([C:9]2[N:10]=[N:11][N:12]([CH:14]([CH3:16])[CH3:15])[CH:13]=2)[C:5]([NH2:8])=[N:6][CH:7]=1.[F:17][C:18]1[CH:30]=[C:29](B2OC(C)(C)C(C)(C)O2)[CH:28]=[CH:27][C:19]=1[CH2:20][N:21]1[CH2:26][CH2:25][O:24][CH2:23][CH2:22]1.O.C([O-])([O-])=O.[Cs+].[Cs+], predict the reaction product. The product is: [F:17][C:18]1[CH:30]=[C:29]([C:2]2[CH:3]=[C:4]([C:9]3[N:10]=[N:11][N:12]([CH:14]([CH3:16])[CH3:15])[CH:13]=3)[C:5]([NH2:8])=[N:6][CH:7]=2)[CH:28]=[CH:27][C:19]=1[CH2:20][N:21]1[CH2:22][CH2:23][O:24][CH2:25][CH2:26]1. (5) The product is: [C:1]1([C:7](=[N:14][C:15]([CH3:51])([CH2:21][CH2:22][C:23]2[CH:24]=[C:25]3[C:48](=[CH:49][CH:50]=2)[C:29]2=[N:30][O:31][C:32]([C:33]4[CH:34]=[N:35][N:36]([C:42]5[CH:43]=[CH:44][CH:45]=[CH:46][CH:47]=5)[C:37]=4[C:38]([F:40])([F:41])[F:39])=[C:28]2[CH2:27][CH2:26]3)[C:16]([O:18][CH2:19][CH3:20])=[O:17])[C:8]2[CH:9]=[CH:10][CH:11]=[CH:12][CH:13]=2)[CH:2]=[CH:3][CH:4]=[CH:5][CH:6]=1. Given the reactants [C:1]1([C:7](=[N:14][CH:15]([CH2:21][CH2:22][C:23]2[CH:24]=[C:25]3[C:48](=[CH:49][CH:50]=2)[C:29]2=[N:30][O:31][C:32]([C:33]4[CH:34]=[N:35][N:36]([C:42]5[CH:47]=[CH:46][CH:45]=[CH:44][CH:43]=5)[C:37]=4[C:38]([F:41])([F:40])[F:39])=[C:28]2[CH2:27][CH2:26]3)[C:16]([O:18][CH2:19][CH3:20])=[O:17])[C:8]2[CH:13]=[CH:12][CH:11]=[CH:10][CH:9]=2)[CH:6]=[CH:5][CH:4]=[CH:3][CH:2]=1.[CH3:51][Si]([N-][Si](C)(C)C)(C)C.[Li+].IC.CN(C=O)C, predict the reaction product. (6) Given the reactants [CH3:1][N:2]([CH3:23])[C:3]([NH:5][C:6]1[CH:11]=[C:10]([O:12][C:13]2[CH:18]=[CH:17][C:16]([N+:19]([O-])=O)=[CH:15][C:14]=2[F:22])[CH:9]=[CH:8][N:7]=1)=[O:4].[Cl-].[NH4+].C(OCC)(=O)C.O1CCCC1.C(OCC)C.CCCCCC, predict the reaction product. The product is: [NH2:19][C:16]1[CH:17]=[CH:18][C:13]([O:12][C:10]2[CH:9]=[CH:8][N:7]=[C:6]([NH:5][C:3]([N:2]([CH3:23])[CH3:1])=[O:4])[CH:11]=2)=[C:14]([F:22])[CH:15]=1.